The task is: Predict the product of the given reaction.. This data is from Forward reaction prediction with 1.9M reactions from USPTO patents (1976-2016). (1) Given the reactants [O:1]1[CH:5]=[CH:4][CH:3]=[C:2]1[C:6]1[C:11]([I:12])=[C:10](S(C)=O)[N:9]=[C:8]([NH2:16])[N:7]=1.[CH2:17]([NH2:21])[CH2:18][CH2:19][CH3:20], predict the reaction product. The product is: [CH2:17]([NH:21][C:10]1[C:11]([I:12])=[C:6]([C:2]2[O:1][CH:5]=[CH:4][CH:3]=2)[N:7]=[C:8]([NH2:16])[N:9]=1)[CH2:18][CH2:19][CH3:20]. (2) Given the reactants COC1C=CC(C2CC3C(=CC(OC)=CC=3)OC2(C)C)=C(N)C=1.Cl.[N:25]1([CH2:32][CH2:33][O:34][C:35]2[CH:43]=[CH:42][C:38]([C:39](O)=O)=[CH:37][CH:36]=2)[CH2:31][CH2:30][CH2:29][CH2:28][CH2:27][CH2:26]1.N1(CCOC2C=C[C:57]([CH2:58][NH:59][C:60]3[CH:65]=[C:64]([O:66][CH3:67])[CH:63]=[CH:62][C:61]=3[CH:68]3[CH2:77][C:76]4[C:71](=[CH:72][C:73]([O:78][CH3:79])=[CH:74][CH:75]=4)[O:70][C:69]3([CH3:81])[CH3:80])=CC=2)CCCCCC1, predict the reaction product. The product is: [N:25]1([CH2:32][CH2:33][O:34][C:35]2[CH:43]=[CH:42][C:38]([CH2:39][N:59]([CH2:58][CH3:57])[C:60]3[CH:65]=[C:64]([O:66][CH3:67])[CH:63]=[CH:62][C:61]=3[CH:68]3[CH2:77][C:76]4[C:71](=[CH:72][C:73]([O:78][CH3:79])=[CH:74][CH:75]=4)[O:70][C:69]3([CH3:80])[CH3:81])=[CH:37][CH:36]=2)[CH2:31][CH2:30][CH2:29][CH2:28][CH2:27][CH2:26]1.